Predict which catalyst facilitates the given reaction. From a dataset of Catalyst prediction with 721,799 reactions and 888 catalyst types from USPTO. (1) Reactant: [O:1]1[C:5]2[CH:6]=[CH:7][C:8]([C:10]3([C:13]([NH:15][C:16]4[CH:17]=[C:18]5[C:22](=[CH:23][CH:24]=4)[N:21]([CH2:25][CH2:26][C:27]#[N:28])[CH:20]([C:29]([CH3:32])([CH3:31])[CH3:30])[CH2:19]5)=[O:14])[CH2:12][CH2:11]3)=[CH:9][C:4]=2[O:3][CH2:2]1.[NH4+].[Cl-].[N-:35]=[N+:36]=[N-:37].[Na+]. Product: [N:28]1[NH:35][N:36]=[N:37][C:27]=1[CH2:26][CH2:25][N:21]1[C:22]2[C:18](=[CH:17][C:16]([NH:15][C:13]([C:10]3([C:8]4[CH:7]=[CH:6][C:5]5[O:1][CH2:2][O:3][C:4]=5[CH:9]=4)[CH2:12][CH2:11]3)=[O:14])=[CH:24][CH:23]=2)[CH:19]=[C:20]1[C:29]([CH3:32])([CH3:31])[CH3:30]. The catalyst class is: 3. (2) Reactant: CO[C:3]([C:5]1[C:6]([OH:35])=[C:7]2[C:12](=[C:13]([C:15]3[CH:16]=[N:17][CH:18]=[CH:19][CH:20]=3)[N:14]=1)[N:11]([CH2:21][C:22]1[CH:27]=[CH:26][CH:25]=[CH:24][CH:23]=1)[C:10](=[O:28])[C:9]([C:29]1[CH:34]=[CH:33][CH:32]=[CH:31][CH:30]=1)=[CH:8]2)=[O:4].Cl.[NH2:37][CH2:38][CH2:39][N:40]([CH3:45])[S:41]([CH3:44])(=[O:43])=[O:42].C[O-].[Na+]. Product: [CH3:44][S:41]([N:40]([CH3:45])[CH2:39][CH2:38][NH:37][C:3]([C:5]1[C:6]([OH:35])=[C:7]2[C:12](=[C:13]([C:15]3[CH:16]=[N:17][CH:18]=[CH:19][CH:20]=3)[N:14]=1)[N:11]([CH2:21][C:22]1[CH:27]=[CH:26][CH:25]=[CH:24][CH:23]=1)[C:10](=[O:28])[C:9]([C:29]1[CH:30]=[CH:31][CH:32]=[CH:33][CH:34]=1)=[CH:8]2)=[O:4])(=[O:43])=[O:42]. The catalyst class is: 14. (3) Product: [OH:1][CH:2]([C:6]1[CH:7]=[CH:8][C:9]([C:12]2[N:16]=[C:15]([C:17]3[O:21][N:20]=[C:19]([C:22]4[CH:27]=[CH:26][CH:25]=[CH:24][CH:23]=4)[C:18]=3[C:28]([F:31])([F:30])[F:29])[O:14][N:13]=2)=[CH:10][CH:11]=1)[C:3]([NH:48][CH2:47][C:43]1[N:42]([CH3:41])[CH:46]=[CH:45][N:44]=1)=[O:5]. Reactant: [OH:1][CH:2]([C:6]1[CH:11]=[CH:10][C:9]([C:12]2[N:16]=[C:15]([C:17]3[O:21][N:20]=[C:19]([C:22]4[CH:27]=[CH:26][CH:25]=[CH:24][CH:23]=4)[C:18]=3[C:28]([F:31])([F:30])[F:29])[O:14][N:13]=2)=[CH:8][CH:7]=1)[C:3]([OH:5])=O.CN1CCOCC1.Cl.Cl.[CH3:41][N:42]1[CH:46]=[CH:45][N:44]=[C:43]1[CH2:47][NH2:48].F[P-](F)(F)(F)(F)F.N1(O[P+](N(C)C)(N(C)C)N(C)C)C2C=CC=CC=2N=N1. The catalyst class is: 3. (4) Reactant: [CH3:1][CH:2]1[NH:7][CH:6]([CH3:8])[CH2:5][N:4]([CH2:9][C:10]2([C:16]3[CH:21]=[CH:20][CH:19]=[CH:18][CH:17]=3)[CH2:15][CH2:14][NH:13][CH2:12][CH2:11]2)[CH2:3]1.[C:22]1([CH:28]([C:33]2[CH:38]=[CH:37][CH:36]=[CH:35][CH:34]=2)[CH2:29][C:30](O)=[O:31])[CH:27]=[CH:26][CH:25]=[CH:24][CH:23]=1.C(Cl)CCl. Product: [CH3:8][CH:6]1[NH:7][CH:2]([CH3:1])[CH2:3][N:4]([CH2:9][C:10]2([C:16]3[CH:17]=[CH:18][CH:19]=[CH:20][CH:21]=3)[CH2:11][CH2:12][N:13]([C:30](=[O:31])[CH2:29][CH:28]([C:22]3[CH:27]=[CH:26][CH:25]=[CH:24][CH:23]=3)[C:33]3[CH:38]=[CH:37][CH:36]=[CH:35][CH:34]=3)[CH2:14][CH2:15]2)[CH2:5]1. The catalyst class is: 64. (5) Reactant: [H-].[Na+].[OH:3][C:4]1[C:13]([CH3:14])=[CH:12][CH:11]=[CH:10][C:5]=1[C:6]([O:8][CH3:9])=[O:7].[F:15][C:16]([F:26])([F:25])[C:17]1[CH:24]=[CH:23][C:20]([CH2:21]Br)=[CH:19][CH:18]=1. Product: [F:15][C:16]([F:25])([F:26])[C:17]1[CH:24]=[CH:23][C:20]([CH2:21][O:3][C:4]2[C:13]([CH3:14])=[CH:12][CH:11]=[CH:10][C:5]=2[C:6]([O:8][CH3:9])=[O:7])=[CH:19][CH:18]=1. The catalyst class is: 3. (6) Reactant: [OH:1][CH2:2][C:3]1[CH:4]=[C:5]([CH:8]=[CH:9][N:10]=1)[C:6]#[N:7].C(N(C(C)C)C(C)C)C.[CH3:20][O:21][CH2:22]Cl.O. Product: [CH3:20][O:21][CH2:22][O:1][CH2:2][C:3]1[CH:4]=[C:5]([CH:8]=[CH:9][N:10]=1)[C:6]#[N:7]. The catalyst class is: 3. (7) Reactant: CC#N.[H-].[Na+].[C:6]1([CH:12]([C:15]2[CH:20]=[CH:19][CH:18]=[CH:17][CH:16]=2)[C:13]#[N:14])[CH:11]=[CH:10][CH:9]=[CH:8][CH:7]=1.Br[CH2:22][CH2:23][CH2:24][O:25][CH3:26]. The catalyst class is: 3. Product: [CH3:26][O:25][CH2:24][CH2:23][CH2:22][C:12]([C:6]1[CH:7]=[CH:8][CH:9]=[CH:10][CH:11]=1)([C:15]1[CH:16]=[CH:17][CH:18]=[CH:19][CH:20]=1)[C:13]#[N:14].